Task: Predict the reactants needed to synthesize the given product.. Dataset: Full USPTO retrosynthesis dataset with 1.9M reactions from patents (1976-2016) Given the product [CH2:1]([O:3][C:4](=[O:31])[CH:5]([NH:11][C:12]([C:14]1[CH:19]=[CH:18][C:17]([NH2:20])=[CH:16][N:15]=1)=[O:13])[C:6]([O:8][CH2:9][CH3:10])=[O:7])[CH3:2], predict the reactants needed to synthesize it. The reactants are: [CH2:1]([O:3][C:4](=[O:31])[CH:5]([NH:11][C:12]([C:14]1[CH:19]=[CH:18][C:17]([NH:20]C(OCC2C=CC=CC=2)=O)=[CH:16][N:15]=1)=[O:13])[C:6]([O:8][CH2:9][CH3:10])=[O:7])[CH3:2].[H][H].